The task is: Predict the reactants needed to synthesize the given product.. This data is from Full USPTO retrosynthesis dataset with 1.9M reactions from patents (1976-2016). Given the product [NH2:1][C:4]1[CH:8]=[CH:7][N:6]([CH2:9][C:10]2[CH:11]=[C:12]([CH:15]=[CH:16][CH:17]=2)[C:13]#[N:14])[N:5]=1, predict the reactants needed to synthesize it. The reactants are: [N+:1]([C:4]1[CH:8]=[CH:7][N:6]([CH2:9][C:10]2[CH:11]=[C:12]([CH:15]=[CH:16][CH:17]=2)[C:13]#[N:14])[N:5]=1)([O-])=O.